This data is from Peptide-MHC class II binding affinity with 134,281 pairs from IEDB. The task is: Regression. Given a peptide amino acid sequence and an MHC pseudo amino acid sequence, predict their binding affinity value. This is MHC class II binding data. (1) The peptide sequence is EKKYFAATQFEHLAA. The MHC is HLA-DPA10103-DPB10401 with pseudo-sequence HLA-DPA10103-DPB10401. The binding affinity (normalized) is 1.00. (2) The peptide sequence is EKKYFAATQFYPLAA. The MHC is HLA-DPA10201-DPB10101 with pseudo-sequence HLA-DPA10201-DPB10101. The binding affinity (normalized) is 0.886. (3) The peptide sequence is AFILEGDNLFPKV. The MHC is HLA-DQA10501-DQB10201 with pseudo-sequence HLA-DQA10501-DQB10201. The binding affinity (normalized) is 0.618. (4) The peptide sequence is QAVELTARLNSLGEA. The MHC is DRB1_0405 with pseudo-sequence DRB1_0405. The binding affinity (normalized) is 0.476. (5) The peptide sequence is LLNRNNSFKPFAEYK. The MHC is HLA-DPA10301-DPB10402 with pseudo-sequence HLA-DPA10301-DPB10402. The binding affinity (normalized) is 0.0548. (6) The peptide sequence is QRKVFRELVRNCDLP. The MHC is DRB1_0701 with pseudo-sequence DRB1_0701. The binding affinity (normalized) is 0.646. (7) The peptide sequence is VFSPGRKNGSFIIDG. The MHC is HLA-DQA10501-DQB10402 with pseudo-sequence HLA-DQA10501-DQB10402. The binding affinity (normalized) is 0.327. (8) The peptide sequence is GYILRDISKIPGGAM. The MHC is DRB1_0802 with pseudo-sequence DRB1_0802. The binding affinity (normalized) is 0.774.